From a dataset of NCI-60 drug combinations with 297,098 pairs across 59 cell lines. Regression. Given two drug SMILES strings and cell line genomic features, predict the synergy score measuring deviation from expected non-interaction effect. (1) Drug 1: C1CCC(C1)C(CC#N)N2C=C(C=N2)C3=C4C=CNC4=NC=N3. Drug 2: C1CN1P(=S)(N2CC2)N3CC3. Cell line: HCT116. Synergy scores: CSS=16.7, Synergy_ZIP=-9.38, Synergy_Bliss=-5.84, Synergy_Loewe=-15.6, Synergy_HSA=-7.26. (2) Drug 1: C#CCC(CC1=CN=C2C(=N1)C(=NC(=N2)N)N)C3=CC=C(C=C3)C(=O)NC(CCC(=O)O)C(=O)O. Drug 2: C1=NNC2=C1C(=O)NC=N2. Cell line: ACHN. Synergy scores: CSS=3.21, Synergy_ZIP=1.23, Synergy_Bliss=4.92, Synergy_Loewe=-7.02, Synergy_HSA=-1.16. (3) Drug 1: C1=CC(=C2C(=C1NCCNCCO)C(=O)C3=C(C=CC(=C3C2=O)O)O)NCCNCCO. Drug 2: C1=CN(C(=O)N=C1N)C2C(C(C(O2)CO)O)O.Cl. Cell line: SK-OV-3. Synergy scores: CSS=43.3, Synergy_ZIP=-5.19, Synergy_Bliss=-3.53, Synergy_Loewe=-14.7, Synergy_HSA=-0.175.